From a dataset of Peptide-MHC class I binding affinity with 185,985 pairs from IEDB/IMGT. Regression. Given a peptide amino acid sequence and an MHC pseudo amino acid sequence, predict their binding affinity value. This is MHC class I binding data. (1) The peptide sequence is WLPWIPQLI. The MHC is HLA-A24:03 with pseudo-sequence HLA-A24:03. The binding affinity (normalized) is 0.247. (2) The peptide sequence is AGRWPITHL. The MHC is Mamu-B52 with pseudo-sequence Mamu-B52. The binding affinity (normalized) is 0.222. (3) The MHC is HLA-B51:01 with pseudo-sequence HLA-B51:01. The binding affinity (normalized) is 0.390. The peptide sequence is DPFPQSNSPI. (4) The peptide sequence is SLSAYIIRV. The MHC is H-2-Db with pseudo-sequence H-2-Db. The binding affinity (normalized) is 0. (5) The MHC is Mamu-B8301 with pseudo-sequence Mamu-B8301. The peptide sequence is RLRPGGKKK. The binding affinity (normalized) is 0.141. (6) The peptide sequence is KTAVQMAVF. The MHC is HLA-A26:01 with pseudo-sequence HLA-A26:01. The binding affinity (normalized) is 0. (7) The peptide sequence is LRFANPLSN. The MHC is HLA-A02:01 with pseudo-sequence HLA-A02:01. The binding affinity (normalized) is 0. (8) The peptide sequence is KLRDVYTQL. The MHC is HLA-A02:03 with pseudo-sequence HLA-A02:03. The binding affinity (normalized) is 0.569.